This data is from Full USPTO retrosynthesis dataset with 1.9M reactions from patents (1976-2016). The task is: Predict the reactants needed to synthesize the given product. (1) Given the product [OH:32][CH2:31][CH2:30][CH2:29][NH:28][S:22]([C:19]1[CH:20]=[CH:21][C:16]([NH:15][C:11]2[N:10]=[C:9]([C:6]3[CH:7]=[CH:8][C:3]([C:2]([F:27])([F:26])[F:1])=[CH:4][CH:5]=3)[CH:14]=[CH:13][N:12]=2)=[CH:17][CH:18]=1)(=[O:24])=[O:23], predict the reactants needed to synthesize it. The reactants are: [F:1][C:2]([F:27])([F:26])[C:3]1[CH:8]=[CH:7][C:6]([C:9]2[CH:14]=[CH:13][N:12]=[C:11]([NH:15][C:16]3[CH:21]=[CH:20][C:19]([S:22](Cl)(=[O:24])=[O:23])=[CH:18][CH:17]=3)[N:10]=2)=[CH:5][CH:4]=1.[NH2:28][CH2:29][CH2:30][CH2:31][OH:32]. (2) Given the product [Cl:1][C:2]1[C:11]([CH3:12])=[CH:10][C:9]([NH:13][S:20]([C:14]2[CH:19]=[CH:18][CH:17]=[CH:16][CH:15]=2)(=[O:22])=[O:21])=[C:8]2[C:3]=1[CH:4]=[CH:5][CH:6]=[N:7]2, predict the reactants needed to synthesize it. The reactants are: [Cl:1][C:2]1[C:11]([CH3:12])=[CH:10][C:9]([NH2:13])=[C:8]2[C:3]=1[CH:4]=[CH:5][CH:6]=[N:7]2.[C:14]1([S:20](Cl)(=[O:22])=[O:21])[CH:19]=[CH:18][CH:17]=[CH:16][CH:15]=1. (3) Given the product [Br:1][C:2]1[CH:10]=[C:9]([S:11][CH3:12])[C:5]([CH2:6][OH:7])=[C:4]([F:13])[CH:3]=1, predict the reactants needed to synthesize it. The reactants are: [Br:1][C:2]1[CH:10]=[C:9]([S:11][CH3:12])[C:5]([C:6](O)=[O:7])=[C:4]([F:13])[CH:3]=1. (4) Given the product [C:35]([O:38][CH:39]([CH3:43])[C:40]([NH:1][C:2]1[CH:3]=[CH:4][C:5]([CH2:6][N:7]2[C:12]([CH3:13])=[CH:11][C:10]([O:14][CH2:15][C:16]3[CH:21]=[CH:20][C:19]([F:22])=[CH:18][C:17]=3[F:23])=[C:9]([Br:24])[C:8]2=[O:25])=[CH:26][CH:27]=1)=[O:41])(=[O:37])[CH3:36], predict the reactants needed to synthesize it. The reactants are: [NH2:1][C:2]1[CH:27]=[CH:26][C:5]([CH2:6][N:7]2[C:12]([CH3:13])=[CH:11][C:10]([O:14][CH2:15][C:16]3[CH:21]=[CH:20][C:19]([F:22])=[CH:18][C:17]=3[F:23])=[C:9]([Br:24])[C:8]2=[O:25])=[CH:4][CH:3]=1.CN1CCOCC1.[C:35]([O:38][C@@H:39]([CH3:43])[C:40](Cl)=[O:41])(=[O:37])[CH3:36].CN=C=O. (5) Given the product [CH2:1]([O:3][C:4]([C:6]1[N:7]([CH2:29][CH2:30][O:31][CH3:32])[C:8]2[C:13]([C:14]=1[CH2:15][C:16]1[C:25]3[C:20](=[CH:21][CH:22]=[CH:23][CH:24]=3)[CH:19]=[CH:18][CH:17]=1)=[CH:12][CH:11]=[CH:10][CH:9]=2)=[O:5])[CH3:2], predict the reactants needed to synthesize it. The reactants are: [CH2:1]([O:3][C:4]([C:6]1[NH:7][C:8]2[C:13]([C:14]=1[CH2:15][C:16]1[C:25]3[C:20](=[CH:21][CH:22]=[CH:23][CH:24]=3)[CH:19]=[CH:18][CH:17]=1)=[CH:12][CH:11]=[CH:10][CH:9]=2)=[O:5])[CH3:2].[H-].[Na+].Br[CH2:29][CH2:30][O:31][CH3:32]. (6) Given the product [Cl:1][C:2]1[C:3]([NH:15][C:16]2[CH:21]=[CH:20][C:19]([N:22]3[CH2:27][CH2:26][P:25]([CH3:29])(=[O:28])[CH2:24][CH2:23]3)=[CH:18][C:17]=2[O:30][CH3:31])=[N:4][C:5]([NH:8][CH2:9][C:10]2[S:11][CH:12]=[CH:13][C:14]=2[S:39]([N:42]([CH2:45][CH3:46])[CH2:43][CH3:44])(=[O:41])=[O:40])=[N:6][CH:7]=1, predict the reactants needed to synthesize it. The reactants are: [Cl:1][C:2]1[C:3]([NH:15][C:16]2[CH:21]=[CH:20][C:19]([N:22]3[CH2:27][CH2:26][P:25]([CH3:29])(=[O:28])[CH2:24][CH2:23]3)=[CH:18][C:17]=2[O:30][CH3:31])=[N:4][C:5]([NH:8][CH2:9][C:10]2[S:11][CH:12]=[CH:13][CH:14]=2)=[N:6][CH:7]=1.NCC1SC=CC=1[S:39]([N:42]([CH2:45][CH3:46])[CH2:43][CH3:44])(=[O:41])=[O:40]. (7) Given the product [NH2:19][C:14]1[CH:15]=[CH:16][CH:17]=[CH:18][C:13]=1[CH2:12][CH:9]1[CH2:10][CH2:11][N:7]([CH:1]2[CH2:2][CH2:3][CH2:4][CH2:5][CH2:6]2)[C:8]1=[O:22], predict the reactants needed to synthesize it. The reactants are: [CH:1]1([N:7]2[CH2:11][CH2:10][CH:9]([CH2:12][C:13]3[CH:18]=[CH:17][CH:16]=[CH:15][C:14]=3[N+:19]([O-])=O)[C:8]2=[O:22])[CH2:6][CH2:5][CH2:4][CH2:3][CH2:2]1.O.